Predict the reaction yield, written as a fraction of the theoretical maximum amount of product (1.0 means a 100% yield; for example, 0.34 means a 34% yield). From a dataset of Reaction yield outcomes from USPTO patents with 853,638 reactions. (1) The reactants are [CH2:1]([C:3]1[N:4]=[C:5]([C:8]2[CH:33]=[CH:32][C:11]([O:12][CH2:13][CH2:14][CH2:15][O:16][C:17]3[CH:18]=[C:19]4[C:23](=[CH:24][CH:25]=3)[C@H:22]([CH2:26][C:27]([O:29]CC)=[O:28])[CH2:21][CH2:20]4)=[C:10]([CH2:34][CH2:35][CH3:36])[CH:9]=2)[S:6][CH:7]=1)[CH3:2].O[Li].O. The catalyst is C1COCC1.O.CO. The product is [CH2:1]([C:3]1[N:4]=[C:5]([C:8]2[CH:33]=[CH:32][C:11]([O:12][CH2:13][CH2:14][CH2:15][O:16][C:17]3[CH:18]=[C:19]4[C:23](=[CH:24][CH:25]=3)[C@H:22]([CH2:26][C:27]([OH:29])=[O:28])[CH2:21][CH2:20]4)=[C:10]([CH2:34][CH2:35][CH3:36])[CH:9]=2)[S:6][CH:7]=1)[CH3:2]. The yield is 0.630. (2) The reactants are C(O[C@@H]([C@H](OC(=O)C1C=CC=CC=1)C(O)=O)C(O)=O)(=O)C1C=CC=CC=1.[NH2:27][C@@:28]1([C:39]2[CH:44]=[CH:43][CH:42]=[CH:41][C:40]=2[F:45])[CH2:32][O:31][C@H:30]([C:33]([F:36])([F:35])[F:34])[C@H:29]1[CH2:37][OH:38].CCOC(C)=O.[OH-].[Na+].[C:54]([N:62]=[C:63]=[S:64])(=[O:61])[C:55]1[CH:60]=[CH:59][CH:58]=[CH:57][CH:56]=1. The catalyst is C(Cl)Cl. The product is [F:45][C:40]1[CH:41]=[CH:42][CH:43]=[CH:44][C:39]=1[C@@:28]1([NH:27][C:63]([NH:62][C:54](=[O:61])[C:55]2[CH:56]=[CH:57][CH:58]=[CH:59][CH:60]=2)=[S:64])[C@H:29]([CH2:37][OH:38])[C@@H:30]([C:33]([F:36])([F:34])[F:35])[O:31][CH2:32]1. The yield is 0.990. (3) The reactants are [Cl:1][C:2]1[CH2:6][CH2:5][N:4]([C:7]2[CH:8]=[N:9][CH:10]=[CH:11][CH:12]=2)[N:3]=1.CN(C)C=O.S(OOS([O-])(=O)=O)([O-])(=O)=O.[K+].[K+]. The catalyst is O.[OH-].[Na+]. The product is [Cl:1][C:2]1[CH:6]=[CH:5][N:4]([C:7]2[CH:8]=[N:9][CH:10]=[CH:11][CH:12]=2)[N:3]=1. The yield is 0.540. (4) The reactants are [Cl:1][C:2]1[CH:7]=[CH:6][C:5]([C:8]2[C:17]3[C:12](=[CH:13][C:14]([S:18]([O:21]C4C(F)=C(F)C(F)=C(F)C=4F)(=O)=[O:19])=[CH:15][CH:16]=3)[CH:11]=[CH:10][N:9]=2)=[C:4]([CH3:33])[CH:3]=1.[N:34]1[CH:39]=[CH:38][C:37]([NH2:40])=[N:36][CH:35]=1.C[Si]([N-][Si](C)(C)C)(C)C.[Li+]. The catalyst is C1COCC1. The product is [Cl:1][C:2]1[CH:7]=[CH:6][C:5]([C:8]2[C:17]3[C:16](=[CH:15][C:14]([S:18]([NH:40][C:37]4[CH:38]=[CH:39][N:34]=[CH:35][N:36]=4)(=[O:19])=[O:21])=[CH:13][CH:12]=3)[CH:11]=[CH:10][N:9]=2)=[C:4]([CH3:33])[CH:3]=1. The yield is 0.452. (5) The reactants are C[O:2][CH:3](OC)[C:4]1[C:9]([F:10])=[CH:8][C:7]([O:11][CH3:12])=[C:6]([N+:13]([O-:15])=[O:14])[C:5]=1[NH:16][C:17]1[CH:22]=[CH:21][C:20]([I:23])=[CH:19][C:18]=1[F:24]. The catalyst is C(OCC)C.Cl. The product is [F:10][C:9]1[C:4]([CH:3]=[O:2])=[C:5]([NH:16][C:17]2[CH:22]=[CH:21][C:20]([I:23])=[CH:19][C:18]=2[F:24])[C:6]([N+:13]([O-:15])=[O:14])=[C:7]([O:11][CH3:12])[CH:8]=1. The yield is 0.820. (6) The reactants are C[Si](C=[N+]=[N-])(C)C.[Br:8][C:9]1[CH:10]=[C:11]([CH2:18][C:19]([OH:21])=[O:20])[CH:12]=[C:13]([O:16][CH3:17])[C:14]=1[OH:15].[C:22](O)(=O)C. The catalyst is CO.C1(C)C=CC=CC=1. The product is [CH3:22][O:20][C:19](=[O:21])[CH2:18][C:11]1[CH:12]=[C:13]([O:16][CH3:17])[C:14]([OH:15])=[C:9]([Br:8])[CH:10]=1. The yield is 0.990. (7) The reactants are Cl[C:2]1[N:7]=[C:6]([NH:8][C@H:9]([C:11]2[CH:16]=[CH:15][C:14]([F:17])=[CH:13][N:12]=2)[CH3:10])[CH:5]=[CH:4][N:3]=1.[CH3:18][O:19][C:20]1[C:25]([NH2:26])=[CH:24][CH:23]=[CH:22][N:21]=1.C(=O)([O-])[O-].[Cs+].[Cs+].CC1(C)C2C=CC=C(P(C3C=CC=CC=3)C3C=CC=CC=3)C=2OC2C1=CC=CC=2P(C1C=CC=CC=1)C1C=CC=CC=1. The catalyst is C1C=CC(/C=C/C(/C=C/C2C=CC=CC=2)=O)=CC=1.C1C=CC(/C=C/C(/C=C/C2C=CC=CC=2)=O)=CC=1.C1C=CC(/C=C/C(/C=C/C2C=CC=CC=2)=O)=CC=1.[Pd].[Pd].O1CCOCC1. The product is [F:17][C:14]1[CH:15]=[CH:16][C:11]([C@@H:9]([NH:8][C:6]2[CH:5]=[CH:4][N:3]=[C:2]([NH:26][C:25]3[C:20]([O:19][CH3:18])=[N:21][CH:22]=[CH:23][CH:24]=3)[N:7]=2)[CH3:10])=[N:12][CH:13]=1. The yield is 0.190. (8) The reactants are [OH:1][C:2]1[CH:7]=[CH:6][C:5]([NH:8][C:9]([C:11]2([C:14]([NH:16][C:17]3[CH:22]=[CH:21][C:20]([F:23])=[CH:19][CH:18]=3)=[O:15])[CH2:13][CH2:12]2)=[O:10])=[CH:4][CH:3]=1.[CH3:24][O:25][C:26]1[CH:27]=[C:28]2[C:33](=[CH:34][C:35]=1[O:36][CH3:37])[N:32]=[CH:31][CH:30]=[C:29]2OS(C(F)(F)F)(=O)=O. The catalyst is N1C(C)=CC=CC=1C. The product is [CH3:24][O:25][C:26]1[CH:27]=[C:28]2[C:33](=[CH:34][C:35]=1[O:36][CH3:37])[N:32]=[CH:31][CH:30]=[C:29]2[O:1][C:2]1[CH:7]=[CH:6][C:5]([NH:8][C:9]([C:11]2([C:14]([NH:16][C:17]3[CH:18]=[CH:19][C:20]([F:23])=[CH:21][CH:22]=3)=[O:15])[CH2:13][CH2:12]2)=[O:10])=[CH:4][CH:3]=1. The yield is 0.440. (9) The reactants are [Cl:1][C:2]1([O:22][CH3:23])[CH:7]=[C:6]([O:8][CH3:9])[N:5]=[C:4]([C:10]([CH2:12][C:13]([NH:15][C:16]2[CH:21]=[CH:20][CH:19]=[CH:18][CH:17]=2)=[O:14])=[O:11])[NH:3]1.[BH4-].[Na+].[Cl-].[NH4+]. The catalyst is C(O)C. The product is [Cl:1][C:2]1([O:22][CH3:23])[CH:7]=[C:6]([O:8][CH3:9])[N:5]=[C:4]([CH:10]([OH:11])[CH2:12][C:13]([NH:15][C:16]2[CH:21]=[CH:20][CH:19]=[CH:18][CH:17]=2)=[O:14])[NH:3]1. The yield is 0.680. (10) The reactants are [NH2:1][C:2]1[CH:3]=[CH:4][CH:5]=[C:6]2[C:11]=1[N:10]=[CH:9][CH:8]=[CH:7]2.[Cl:12][C:13]1[CH:18]=[CH:17][CH:16]=[C:15]([Cl:19])[C:14]=1[S:20](Cl)(=[O:22])=[O:21]. The catalyst is CN(C1C=CN=CC=1)C. The product is [Cl:12][C:13]1[CH:18]=[CH:17][CH:16]=[C:15]([Cl:19])[C:14]=1[S:20]([NH:1][C:2]1[CH:3]=[CH:4][CH:5]=[C:6]2[C:11]=1[N:10]=[CH:9][CH:8]=[CH:7]2)(=[O:22])=[O:21]. The yield is 0.410.